This data is from Forward reaction prediction with 1.9M reactions from USPTO patents (1976-2016). The task is: Predict the product of the given reaction. (1) Given the reactants [OH:1][C@H:2]([CH3:8])[C:3]([O:5][CH2:6][CH3:7])=[O:4].N1C=CN=C1.[Si:14](Cl)([C:17]([CH3:20])([CH3:19])[CH3:18])([CH3:16])[CH3:15], predict the reaction product. The product is: [Si:14]([O:1][C@H:2]([CH3:8])[C:3]([O:5][CH2:6][CH3:7])=[O:4])([C:17]([CH3:20])([CH3:19])[CH3:18])([CH3:16])[CH3:15]. (2) Given the reactants N[C:2]1[CH:3]=[C:4]([CH2:8][C:9]([O:11][CH3:12])=[O:10])[CH:5]=[CH:6][CH:7]=1.N1C=CC=CC=1.[CH3:19][S:20](Cl)(=[O:22])=[O:21].C(=O)(O)[O-].[Na+], predict the reaction product. The product is: [CH3:19][S:20]([C:2]1[CH:3]=[C:4]([CH2:8][C:9]([O:11][CH3:12])=[O:10])[CH:5]=[CH:6][CH:7]=1)(=[O:22])=[O:21]. (3) Given the reactants [CH3:1][C:2]1([CH3:20])[O:6][C@H:5]([CH2:7][O:8][C:9]2[C:10](C)=[C:11]([CH:16]=[CH:17][CH:18]=2)[C:12]([O:14]C)=[O:13])[CH2:4][O:3]1.[OH-].[Li+], predict the reaction product. The product is: [CH3:1][C:2]1([CH3:20])[O:6][C@H:5]([CH2:7][O:8][C:9]2[CH:10]=[C:11]([CH:16]=[CH:17][CH:18]=2)[C:12]([OH:14])=[O:13])[CH2:4][O:3]1. (4) Given the reactants Br[CH2:2][C:3]1[C:10]([N+:11]([O-:13])=[O:12])=[CH:9][CH:8]=[CH:7][C:4]=1[C:5]#[N:6].Cl.[CH3:15][NH:16][CH3:17].C(N(CC)CC)C, predict the reaction product. The product is: [CH3:15][N:16]([CH2:2][C:3]1[C:10]([N+:11]([O-:13])=[O:12])=[CH:9][CH:8]=[CH:7][C:4]=1[C:5]#[N:6])[CH3:17].